Task: Predict the reaction yield, written as a fraction of the theoretical maximum amount of product (1.0 means a 100% yield; for example, 0.34 means a 34% yield).. Dataset: Reaction yield outcomes from USPTO patents with 853,638 reactions (1) The reactants are [CH3:1][NH:2][CH2:3][C:4]1[CH:13]=[CH:12][C:11]2[C:6](=CC=CC=2)[C:5]=1CCC.Cl.[O:18]=[C:19]1[NH:28][C:27]2[N:26]=[CH:25][C:24](/[CH:29]=[CH:30]/[C:31]([OH:33])=O)=[CH:23][C:22]=2[CH2:21][CH2:20]1.Cl.CN1CC2C=C(/C=C/C(O)=O)C=NC=2[NH:39][C:38](=[O:52])[CH2:37]1. No catalyst specified. The product is [C:38]([NH:39][C:11]1[CH:6]=[CH:5][C:4]([CH2:3][N:2]([CH3:1])[C:31](=[O:33])/[CH:30]=[CH:29]/[C:24]2[CH:25]=[N:26][C:27]3[NH:28][C:19](=[O:18])[CH2:20][CH2:21][C:22]=3[CH:23]=2)=[CH:13][CH:12]=1)(=[O:52])[CH3:37]. The yield is 0.530. (2) The reactants are [CH2:1]([O:8][C:9]1[CH:18]=[C:17]2[C:12]([C:13]([Cl:20])=[CH:14][C:15]([CH3:19])=[N:16]2)=[CH:11][CH:10]=1)[C:2]1[CH:7]=[CH:6][CH:5]=[CH:4][CH:3]=1.[CH2:21]([O:23][C@H:24]1[CH2:28][CH2:27][NH:26][CH2:25]1)[CH3:22]. No catalyst specified. The product is [ClH:20].[CH2:1]([O:8][C:9]1[CH:18]=[C:17]2[C:12]([C:13]([N:26]3[CH2:27][CH2:28][C@H:24]([O:23][CH2:21][CH3:22])[CH2:25]3)=[CH:14][C:15]([CH3:19])=[N:16]2)=[CH:11][CH:10]=1)[C:2]1[CH:7]=[CH:6][CH:5]=[CH:4][CH:3]=1. The yield is 0.697. (3) The reactants are [CH3:1][O:2][CH2:3][CH2:4][NH:5][C:6]1[N:11]=[CH:10][C:9]([CH:12]([CH3:16])[C:13]([OH:15])=O)=[CH:8][CH:7]=1.CCN=C=NCCCN(C)C.Cl.C1C=CC2N(O)N=NC=2C=1.CCN(C(C)C)C(C)C.[Cl:48][C:49]1[CH:50]=[C:51]([N:55]2[C:59]([CH2:60][NH2:61])=[CH:58][C:57]([C:62]([F:65])([F:64])[F:63])=[N:56]2)[CH:52]=[CH:53][CH:54]=1. The catalyst is ClCCl.O. The product is [Cl:48][C:49]1[CH:50]=[C:51]([N:55]2[C:59]([CH2:60][NH:61][C:13](=[O:15])[CH:12]([C:9]3[CH:10]=[N:11][C:6]([NH:5][CH2:4][CH2:3][O:2][CH3:1])=[CH:7][CH:8]=3)[CH3:16])=[CH:58][C:57]([C:62]([F:63])([F:64])[F:65])=[N:56]2)[CH:52]=[CH:53][CH:54]=1. The yield is 0.370. (4) The reactants are ClC(OC(Cl)C)=O.C([N:15]1[CH2:24][CH2:23][C:22]2[C:21]([NH:25][C:26]3[CH:31]=[CH:30][C:29]([C:32]([F:35])([F:34])[F:33])=[CH:28][CH:27]=3)=[N:20][C:19]([S:36][CH3:37])=[N:18][C:17]=2[CH2:16]1)C1C=CC=CC=1.C(N(C(C)C)CC)(C)C. The catalyst is ClCCCl. The product is [F:34][C:32]([F:33])([F:35])[C:29]1[CH:30]=[CH:31][C:26]([NH:25][C:21]2[C:22]3[CH2:23][CH2:24][NH:15][CH2:16][C:17]=3[N:18]=[C:19]([S:36][CH3:37])[N:20]=2)=[CH:27][CH:28]=1. The yield is 0.670.